Dataset: Retrosynthesis with 50K atom-mapped reactions and 10 reaction types from USPTO. Task: Predict the reactants needed to synthesize the given product. The reactants are: O=S(=O)(OC1=CCCc2ncccc21)C(F)(F)F.OB(O)c1ccccc1. Given the product C1=C(c2ccccc2)c2cccnc2CC1, predict the reactants needed to synthesize it.